Predict the reactants needed to synthesize the given product. From a dataset of Full USPTO retrosynthesis dataset with 1.9M reactions from patents (1976-2016). (1) The reactants are: [C:1]([N:5]1[CH2:11][CH:10]([N:12]2[C:16]3[C:17]([Cl:21])=[CH:18][CH:19]=[CH:20][C:15]=3[N:14]=[C:13]2[NH:22][C:23](=[O:31])[C:24]2[CH:29]=[CH:28][N:27]=[C:26]([CH3:30])[CH:25]=2)[CH2:9][N:8](C(OC(C)(C)C)=O)[CH2:7][CH2:6]1)(=[O:4])[CH:2]=[CH2:3].FC(F)(F)C(O)=O. Given the product [C:1]([N:5]1[CH2:11][CH:10]([N:12]2[C:16]3[C:17]([Cl:21])=[CH:18][CH:19]=[CH:20][C:15]=3[N:14]=[C:13]2[NH:22][C:23](=[O:31])[C:24]2[CH:29]=[CH:28][N:27]=[C:26]([CH3:30])[CH:25]=2)[CH2:9][NH:8][CH2:7][CH2:6]1)(=[O:4])[CH:2]=[CH2:3], predict the reactants needed to synthesize it. (2) Given the product [CH3:1][CH:2]1[C:7]([CH3:19])([C:8]2[CH:13]=[CH:12][CH:11]=[C:10]([C:14]3[N:15]=[N:16][NH:17][CH:18]=3)[CH:9]=2)[CH2:6][CH2:5][N:4]([CH2:27][CH2:26][CH2:25][CH:22]2[CH2:23][CH2:24][O:20][CH2:21]2)[CH2:3]1, predict the reactants needed to synthesize it. The reactants are: [CH3:1][CH:2]1[C:7]([CH3:19])([C:8]2[CH:13]=[CH:12][CH:11]=[C:10]([C:14]3[N:15]=[N:16][NH:17][CH:18]=3)[CH:9]=2)[CH2:6][CH2:5][NH:4][CH2:3]1.[O:20]1[CH2:24][CH2:23][CH:22]([CH2:25][CH2:26][C:27](O)=O)[CH2:21]1.Cl.CN(C)CCCN=C=NCC.O.ON1C2C=CC=CC=2N=N1.C(=O)([O-])O.[Na+].[H-].[Al+3].[Li+].[H-].[H-].[H-].[Cl-].[NH4+].